This data is from Peptide-MHC class I binding affinity with 185,985 pairs from IEDB/IMGT. The task is: Regression. Given a peptide amino acid sequence and an MHC pseudo amino acid sequence, predict their binding affinity value. This is MHC class I binding data. (1) The peptide sequence is LLIAILLLSVY. The MHC is Mamu-B17 with pseudo-sequence Mamu-B17. The binding affinity (normalized) is 0. (2) The peptide sequence is ALAGNHWHV. The MHC is HLA-A11:01 with pseudo-sequence HLA-A11:01. The binding affinity (normalized) is 0.0847. (3) The binding affinity (normalized) is 0.0847. The MHC is HLA-B18:01 with pseudo-sequence HLA-B18:01. The peptide sequence is HFKKRFSTL. (4) The peptide sequence is SAFDERRNKYL. The MHC is HLA-A02:03 with pseudo-sequence HLA-A02:03. The binding affinity (normalized) is 0.278. (5) The peptide sequence is RVPVSCAVY. The MHC is HLA-B44:02 with pseudo-sequence HLA-B44:02. The binding affinity (normalized) is 0.0847. (6) The peptide sequence is ALTLNTMTK. The MHC is HLA-B18:01 with pseudo-sequence HLA-B18:01. The binding affinity (normalized) is 0.0847. (7) The peptide sequence is AQKLATKPV. The MHC is HLA-A02:11 with pseudo-sequence HLA-A02:11. The binding affinity (normalized) is 0.0847. (8) The peptide sequence is ALWMRLLPL. The MHC is HLA-A02:01 with pseudo-sequence HLA-A02:01. The binding affinity (normalized) is 0.388. (9) The peptide sequence is RGYVFQGL. The MHC is HLA-B14:02 with pseudo-sequence HLA-B14:02. The binding affinity (normalized) is 0. (10) The peptide sequence is ESRDRKWLY. The MHC is HLA-A68:02 with pseudo-sequence HLA-A68:02. The binding affinity (normalized) is 0.109.